Dataset: Full USPTO retrosynthesis dataset with 1.9M reactions from patents (1976-2016). Task: Predict the reactants needed to synthesize the given product. (1) Given the product [OH:1][C@H:2]1[CH2:6][N:5]([C:18]([O:20][C:21]([CH3:24])([CH3:23])[CH3:22])=[O:19])[C@H:4]([C:7]([O:9][CH3:10])=[O:8])[CH2:3]1, predict the reactants needed to synthesize it. The reactants are: [OH:1][C@H:2]1[CH2:6][NH:5][C@H:4]([C:7]([O:9][CH3:10])=[O:8])[CH2:3]1.C(N(CC)CC)C.[C:18](O[C:18]([O:20][C:21]([CH3:24])([CH3:23])[CH3:22])=[O:19])([O:20][C:21]([CH3:24])([CH3:23])[CH3:22])=[O:19]. (2) Given the product [CH2:1]([N:8]1[CH:15]([C:16]([OH:18])=[O:17])[CH2:13][C:10]2([CH2:12][CH2:11]2)[CH2:9]1)[C:2]1[CH:7]=[CH:6][CH:5]=[CH:4][CH:3]=1, predict the reactants needed to synthesize it. The reactants are: [CH2:1]([N:8]([CH2:15][C:16]([O:18]C)=[O:17])[CH2:9][C:10]1([CH2:13]I)[CH2:12][CH2:11]1)[C:2]1[CH:7]=[CH:6][CH:5]=[CH:4][CH:3]=1.CN(C=O)C.[H-].[Na+]. (3) Given the product [CH2:20]([NH:27][C:14](=[O:16])[C:13]1[CH:17]=[CH:18][CH:19]=[C:11]([NH:10][C:4]2[C:5]3[NH:9][CH:8]=[CH:7][C:6]=3[N:1]=[CH:2][N:3]=2)[CH:12]=1)[C:21]1[CH:26]=[CH:25][CH:24]=[CH:23][CH:22]=1, predict the reactants needed to synthesize it. The reactants are: [N:1]1[C:6]2[CH:7]=[CH:8][NH:9][C:5]=2[C:4]([NH:10][C:11]2[CH:12]=[C:13]([CH:17]=[CH:18][CH:19]=2)[C:14]([OH:16])=O)=[N:3][CH:2]=1.[CH2:20]([NH2:27])[C:21]1[CH:26]=[CH:25][CH:24]=[CH:23][CH:22]=1.Cl.CN(C)CCCN=C=NCC.ON1C2C=CC=CC=2N=N1.